From a dataset of Reaction yield outcomes from USPTO patents with 853,638 reactions. Predict the reaction yield, written as a fraction of the theoretical maximum amount of product (1.0 means a 100% yield; for example, 0.34 means a 34% yield). (1) The reactants are C(NC(C)C)(C)C.[Li].[CH3:9][C:10]1[CH:11]=[C:12]([NH:21][C:22]2[N:27]=[C:26]([C:28]([F:31])([F:30])[F:29])[CH:25]=[CH:24][N:23]=2)[CH:13]=[C:14]([C:16]2[S:20][CH:19]=[N:18][CH:17]=2)[CH:15]=1.[Li+].CC([N-]C(C)C)C.[CH3:40][C:41]([S:44]([N:46]=[C:47]1[CH2:50][O:49][CH2:48]1)=[O:45])([CH3:43])[CH3:42]. The catalyst is C1COCC1. The product is [CH3:43][C:41]([S:44]([NH:46][C:47]1([C:19]2[S:20][C:16]([C:14]3[CH:13]=[C:12]([NH:21][C:22]4[N:27]=[C:26]([C:28]([F:29])([F:31])[F:30])[CH:25]=[CH:24][N:23]=4)[CH:11]=[C:10]([CH3:9])[CH:15]=3)=[CH:17][N:18]=2)[CH2:50][O:49][CH2:48]1)=[O:45])([CH3:40])[CH3:42]. The yield is 0.600. (2) The reactants are [CH2:1]([O:8][CH2:9][CH2:10][CH:11]1[CH2:20][CH2:19][C:14]2(OCC[O:15]2)[CH2:13][CH2:12]1)[C:2]1[CH:7]=[CH:6][CH:5]=[CH:4][CH:3]=1.O.CC1C=CC(S(O)(=O)=O)=CC=1. The catalyst is CC(C)=O. The product is [CH2:1]([O:8][CH2:9][CH2:10][CH:11]1[CH2:12][CH2:13][C:14](=[O:15])[CH2:19][CH2:20]1)[C:2]1[CH:7]=[CH:6][CH:5]=[CH:4][CH:3]=1. The yield is 0.970. (3) The reactants are [Br:1][C:2]1[CH:3]=[CH:4][C:5]([F:17])=[C:6]([C@@:8](N)([CH2:10][CH:11](OC)OC)[CH3:9])[CH:7]=1.C([N:26]=[C:27]=[S:28])(=O)C1C=CC=CC=1.S(=O)(=O)(O)O.[OH-].[Na+].[CH2:36](Cl)Cl. No catalyst specified. The product is [Br:1][C:2]1[CH:3]=[CH:4][C:5]([F:17])=[C:6]([C@:8]2([CH3:36])[CH:10]=[CH:11][S:28][C:27]([NH2:26])=[CH:9]2)[CH:7]=1. The yield is 0.510. (4) The reactants are [NH2:1][C:2]1[C:11]2[C:6](=[C:7](Br)[CH:8]=[CH:9][CH:10]=2)[N:5]=[N:4][C:3]=1[C:13]([NH:15][CH2:16][CH2:17][CH3:18])=[O:14].[CH3:19][O:20][C:21]1[N:26]=[CH:25][C:24](B(O)O)=[CH:23][N:22]=1. No catalyst specified. The product is [NH2:1][C:2]1[C:11]2[C:6](=[C:7]([C:24]3[CH:23]=[N:22][C:21]([O:20][CH3:19])=[N:26][CH:25]=3)[CH:8]=[CH:9][CH:10]=2)[N:5]=[N:4][C:3]=1[C:13]([NH:15][CH2:16][CH2:17][CH3:18])=[O:14]. The yield is 0.770. (5) The reactants are [CH3:1][O:2][C:3]1[CH:8]=[C:7]([C:9]2[CH:10]=[N:11][N:12]([CH3:14])[CH:13]=2)[CH:6]=[CH:5][C:4]=1[NH:15][CH:16]=O.[CH:18]1([CH2:21][O:22][C:23]2[C:28]3[N:29]=C(S(C)(=O)=O)[N:31]=[CH:32][C:27]=3[CH:26]=[CH:25][N:24]=2)[CH2:20][CH2:19]1. No catalyst specified. The product is [CH:18]1([CH2:21][O:22][C:23]2[C:28]3[N:29]=[C:16]([NH:15][C:4]4[CH:5]=[CH:6][C:7]([C:9]5[CH:10]=[N:11][N:12]([CH3:14])[CH:13]=5)=[CH:8][C:3]=4[O:2][CH3:1])[N:31]=[CH:32][C:27]=3[CH:26]=[CH:25][N:24]=2)[CH2:19][CH2:20]1. The yield is 0.520. (6) The reactants are C(O[BH-](OC(=O)C)OC(=O)C)(=O)C.[Na+].[F:15][C:16]([F:52])([F:51])[C:17]1[CH:18]=[C:19]([CH:44]=[C:45]([C:47]([F:50])([F:49])[F:48])[CH:46]=1)[CH2:20][N:21]([C:38]1[N:39]=[N:40][N:41]([CH3:43])[N:42]=1)[C@H:22]1[CH2:28][CH2:27][CH2:26][NH:25][C:24]2[CH:29]=[C:30]([C:34]([F:37])([F:36])[F:35])[C:31]([CH3:33])=[CH:32][C:23]1=2.[CH2:53]([N:60]1[CH2:65][CH2:64][C:63](=O)[CH2:62][CH2:61]1)[C:54]1[CH:59]=[CH:58][CH:57]=[CH:56][CH:55]=1.C(O)(=O)C. The catalyst is C(#N)C.ClCCl. The product is [CH2:53]([N:60]1[CH2:65][CH2:64][CH:63]([N:25]2[CH2:26][CH2:27][CH2:28][C@H:22]([N:21]([CH2:20][C:19]3[CH:44]=[C:45]([C:47]([F:50])([F:48])[F:49])[CH:46]=[C:17]([C:16]([F:51])([F:15])[F:52])[CH:18]=3)[C:38]3[N:39]=[N:40][N:41]([CH3:43])[N:42]=3)[C:23]3[CH:32]=[C:31]([CH3:33])[C:30]([C:34]([F:35])([F:36])[F:37])=[CH:29][C:24]2=3)[CH2:62][CH2:61]1)[C:54]1[CH:59]=[CH:58][CH:57]=[CH:56][CH:55]=1. The yield is 0.610. (7) The product is [CH:1]1([O:6][C:7]2[CH:8]=[C:9]([CH:12]=[CH:13][C:14]=2[O:15][CH3:16])[CH2:10][NH2:17])[CH2:5][CH2:4][CH2:3][CH2:2]1. The reactants are [CH:1]1([O:6][C:7]2[CH:8]=[C:9]([CH:12]=[CH:13][C:14]=2[O:15][CH3:16])[CH:10]=O)[CH2:5][CH2:4][CH2:3][CH2:2]1.[NH2:17]C1C=NC(Br)=CN=1.C(O[BH-](OC(=O)C)OC(=O)C)(=O)C.[Na+].C(O)(=O)C. The yield is 0.610. The catalyst is ClCCl.C(OCC)(=O)C. (8) The reactants are [O:1]1[CH2:6][CH2:5][CH:4]([C:7]([OH:9])=[O:8])[CH2:3][CH2:2]1.O=S(Cl)Cl.[CH2:14](O)[C:15]1[CH:20]=[CH:19][CH:18]=[CH:17][CH:16]=1. The catalyst is O1CCCC1. The product is [O:1]1[CH2:6][CH2:5][CH:4]([C:7]([O:9][CH2:14][C:15]2[CH:20]=[CH:19][CH:18]=[CH:17][CH:16]=2)=[O:8])[CH2:3][CH2:2]1. The yield is 0.700.